This data is from Retrosynthesis with 50K atom-mapped reactions and 10 reaction types from USPTO. The task is: Predict the reactants needed to synthesize the given product. (1) Given the product O=C(Cn1cc(Br)cnc1=O)c1ccccc1, predict the reactants needed to synthesize it. The reactants are: O=C(CBr)c1ccccc1.O=c1ncc(Br)c[nH]1. (2) Given the product O=S(=O)(c1c(Cl)cc(Cl)cc1Cl)N(CCO)C1CC1, predict the reactants needed to synthesize it. The reactants are: O=C(O)CN(C1CC1)S(=O)(=O)c1c(Cl)cc(Cl)cc1Cl. (3) The reactants are: CC(C)(C)OC(=O)N[C@H](C(=O)N[C@@H]1CCN(Cc2ccccc2)C1)C(C)(C)C. Given the product CC(C)(C)[C@H](N)C(=O)N[C@@H]1CCN(Cc2ccccc2)C1, predict the reactants needed to synthesize it. (4) Given the product CCOC(=O)COc1c(C(=O)O)sc(-c2cccc(N(C(=O)NC)C3CCCCC3)c2)c1Br, predict the reactants needed to synthesize it. The reactants are: CCO.CNC(=O)N(c1cccc(-c2sc(C(=O)O)c(OCC(=O)O)c2Br)c1)C1CCCCC1.